From a dataset of Full USPTO retrosynthesis dataset with 1.9M reactions from patents (1976-2016). Predict the reactants needed to synthesize the given product. (1) Given the product [CH3:1][O:2][C:3]1[CH:4]=[C:5]2[C:9](=[C:10]([CH3:12])[CH:11]=1)[NH:8][CH:7]=[C:6]2[CH:13]1[CH2:18][CH2:17][N:16]([CH3:19])[CH2:15][CH2:14]1, predict the reactants needed to synthesize it. The reactants are: [CH3:1][O:2][C:3]1[CH:4]=[C:5]2[C:9](=[C:10]([CH3:12])[CH:11]=1)[NH:8][CH:7]=[C:6]2[C:13]1[CH2:14][CH2:15][N:16]([CH3:19])[CH2:17][CH:18]=1.[BH4-].[Na+].FC(F)(F)C(O)=O.Cl.[OH-].[Na+]. (2) Given the product [CH3:12][CH2:3][O:2][C:22]([CH3:23])=[O:24].[CH3:5][CH2:4][CH2:3][CH2:12][CH2:11][CH3:10], predict the reactants needed to synthesize it. The reactants are: C[O:2][C:3]1[CH:4]=[C:5]2[C:10](=[CH:11][C:12]=1OC)C(C)=NC(O)=C2.CCN([CH2:22][CH3:23])CC.[O:24](S(C(F)(F)F)(=O)=O)S(C(F)(F)F)(=O)=O. (3) Given the product [F:1][C:2]1[CH:11]=[C:10]([N:12]2[CH2:17][CH2:16][N:15]3[CH2:18][CH2:19][CH2:20][C@H:14]3[CH2:13]2)[CH:9]=[CH:8][C:3]=1[C:4]([OH:6])=[O:5], predict the reactants needed to synthesize it. The reactants are: [F:1][C:2]1[CH:11]=[C:10]([N:12]2[CH2:17][CH2:16][N:15]3[CH2:18][CH2:19][CH2:20][C@H:14]3[CH2:13]2)[CH:9]=[CH:8][C:3]=1[C:4]([O:6]C)=[O:5].O.[OH-].[Li+]. (4) Given the product [C:1]([N:5]1[CH:9]([CH2:10][N:11]([CH3:12])[C:38](=[O:40])[CH3:39])[C:8]2[CH:13]=[C:14]([C:17]3[C:25]4[C:20](=[CH:21][C:22]([F:26])=[CH:23][CH:24]=4)[NH:19][CH:18]=3)[CH:15]=[CH:16][C:7]=2[S:6]1(=[O:27])=[O:28])([CH3:4])([CH3:2])[CH3:3], predict the reactants needed to synthesize it. The reactants are: [C:1]([N:5]1[CH:9]([CH2:10][NH:11][CH3:12])[C:8]2[CH:13]=[C:14]([C:17]3[C:25]4[C:20](=[CH:21][C:22]([F:26])=[CH:23][CH:24]=4)[NH:19][CH:18]=3)[CH:15]=[CH:16][C:7]=2[S:6]1(=[O:28])=[O:27])([CH3:4])([CH3:3])[CH3:2].CCN(C(C)C)C(C)C.[C:38](Cl)(=[O:40])[CH3:39]. (5) Given the product [Br:1][C:2]1[CH:7]=[CH:6][CH:5]=[C:4]([C:8]2[N:9]=[N:10][N:11]([CH3:13])[CH:12]=2)[N:3]=1, predict the reactants needed to synthesize it. The reactants are: [Br:1][C:2]1[CH:7]=[CH:6][CH:5]=[C:4]([C:8]2[N:9]=[N:10][N:11]([CH2:13][Si](C)(C)C)[CH:12]=2)[N:3]=1.CCCC[N+](CCCC)(CCCC)CCCC.[F-]. (6) The reactants are: [F:1][C:2]1[CH:7]=[C:6]([F:8])[CH:5]=[CH:4][C:3]=1[N:9]([CH3:28])[C:10]([C:12]1[S:24][C:23]2[C:22]3[CH:21]=[C:20]([C:25](O)=[O:26])[CH:19]=[CH:18][C:17]=3[O:16][CH2:15][C:14]=2[CH:13]=1)=[O:11].[Cl-].[NH4+:30]. Given the product [F:1][C:2]1[CH:7]=[C:6]([F:8])[CH:5]=[CH:4][C:3]=1[N:9]([CH3:28])[C:10]([C:12]1[S:24][C:23]2[C:22]3[CH:21]=[C:20]([C:25]([NH2:30])=[O:26])[CH:19]=[CH:18][C:17]=3[O:16][CH2:15][C:14]=2[CH:13]=1)=[O:11], predict the reactants needed to synthesize it. (7) Given the product [C:1]([O:5][C@@H:6]([C:12]1[C:13]([CH3:47])=[N:14][C:15]2=[CH:35][C:34]3=[N:33][N:16]2[C:17]=1[N:18]1[CH2:23][CH2:22][C:21]([CH3:24])([O:25][CH2:26][CH2:27][CH2:28][CH2:29][C@H:30]([CH3:31])[O:32][C:44]2[CH:43]=[C:42]([F:45])[CH:41]=[CH:40][C:39]=2[CH2:38][CH:37]=[CH:36]3)[CH2:20][CH2:19]1)[C:7]([OH:9])=[O:8])([CH3:3])([CH3:4])[CH3:2], predict the reactants needed to synthesize it. The reactants are: [C:1]([O:5][C@@H:6]([C:12]1[C:13]([CH3:47])=[N:14][C:15]2[N:16]([N:33]=[C:34]([CH:36]=[CH:37][CH2:38][C:39]3[CH:44]=[CH:43][C:42]([F:45])=[CH:41][C:40]=3O)[CH:35]=2)[C:17]=1[N:18]1[CH2:23][CH2:22][C:21]([O:25][CH2:26][CH2:27][CH2:28][CH2:29][C@H:30]([OH:32])[CH3:31])([CH3:24])[CH2:20][CH2:19]1)[C:7]([O:9]CC)=[O:8])([CH3:4])([CH3:3])[CH3:2].C1C=CC(P(C2C=CC=CC=2)C2C=CC=CC=2)=CC=1.CCOC(/N=N/C(OCC)=O)=O.